This data is from Forward reaction prediction with 1.9M reactions from USPTO patents (1976-2016). The task is: Predict the product of the given reaction. (1) Given the reactants C(=O)([O-])[O-].[Cs+].[Cs+].[CH3:7][C:8]1[C:16]2[C:11](=[N:12][CH:13]=[N:14][C:15]=2[NH2:17])[NH:10][N:9]=1.Cl[CH:19]([C:21]1[C:22]([O:41][CH2:42][CH3:43])=[C:23]([C:30]2[CH:31]=[CH:32][C:33]([C:36]([N:38]([CH3:40])[CH3:39])=[O:37])=[N:34][CH:35]=2)[C:24]([C:28]#[N:29])=[C:25]([CH3:27])[CH:26]=1)[CH3:20], predict the reaction product. The product is: [NH2:17][C:15]1[N:14]=[CH:13][N:12]=[C:11]2[N:10]([CH:19]([C:21]3[C:22]([O:41][CH2:42][CH3:43])=[C:23]([C:30]4[CH:31]=[CH:32][C:33]([C:36]([N:38]([CH3:39])[CH3:40])=[O:37])=[N:34][CH:35]=4)[C:24]([C:28]#[N:29])=[C:25]([CH3:27])[CH:26]=3)[CH3:20])[N:9]=[C:8]([CH3:7])[C:16]=12. (2) Given the reactants [Cl:1][C:2]1[C:11]2[C:6](=[CH:7][CH:8]=[CH:9][C:10]=2[O:12][CH:13]2[CH2:18][CH2:17][N:16]([CH3:19])[CH2:15][CH2:14]2)[N:5]=[CH:4][N:3]=1.[Cl:20][C:21]1[CH:22]=[C:23]([CH:25]=[CH:26][C:27]=1[O:28][C:29]1[N:34]=[CH:33][CH:32]=[CH:31][N:30]=1)[NH2:24], predict the reaction product. The product is: [ClH:1].[Cl:20][C:21]1[CH:22]=[C:23]([CH:25]=[CH:26][C:27]=1[O:28][C:29]1[N:30]=[CH:31][CH:32]=[CH:33][N:34]=1)[NH:24][C:2]1[C:11]2[C:6](=[CH:7][CH:8]=[CH:9][C:10]=2[O:12][CH:13]2[CH2:18][CH2:17][N:16]([CH3:19])[CH2:15][CH2:14]2)[N:5]=[CH:4][N:3]=1. (3) Given the reactants Cl[C:2]1[N:3]=[C:4]([N:16]2[CH2:21][CH2:20][O:19][CH2:18][C@@H:17]2[CH3:22])[C:5]2[CH2:10][N:9]([C:11]([O:13][CH2:14][CH3:15])=[O:12])[CH2:8][C:6]=2[N:7]=1.[F:23][C:24]1[CH:25]=[C:26]([NH:39][C:40]([NH:42][CH2:43][CH2:44][F:45])=[O:41])[CH:27]=[CH:28][C:29]=1B1OC(C)(C)C(C)(C)O1.ClCCl.C(=O)([O-])[O-].[Na+].[Na+], predict the reaction product. The product is: [F:23][C:24]1[CH:25]=[C:26]([NH:39][C:40]([NH:42][CH2:43][CH2:44][F:45])=[O:41])[CH:27]=[CH:28][C:29]=1[C:2]1[N:3]=[C:4]([N:16]2[CH2:21][CH2:20][O:19][CH2:18][C@@H:17]2[CH3:22])[C:5]2[CH2:10][N:9]([C:11]([O:13][CH2:14][CH3:15])=[O:12])[CH2:8][C:6]=2[N:7]=1. (4) The product is: [CH2:23]([O:22][C:21]([NH:2][C:3]12[CH2:4][CH2:5][C:6]([C:11]([O:13][CH3:14])=[O:12])([CH2:9][CH2:10]1)[CH2:7][CH2:8]2)=[O:30])[C:24]1[CH:29]=[CH:28][CH:27]=[CH:26][CH:25]=1. Given the reactants Cl.[NH2:2][C:3]12[CH2:10][CH2:9][C:6]([C:11]([O:13][CH3:14])=[O:12])([CH2:7][CH2:8]1)[CH2:5][CH2:4]2.C([O-])([O-])=O.[Na+].[Na+].[C:21](=O)([O:30]N1C(=O)CCC1=O)[O:22][CH2:23][C:24]1[CH:29]=[CH:28][CH:27]=[CH:26][CH:25]=1, predict the reaction product. (5) Given the reactants [CH3:1][C:2]1([CH3:15])[CH2:7][CH2:6][CH2:5][C:4](=[C:8]([CH3:14])[C:9]([O:11][CH2:12][CH3:13])=[O:10])[CH2:3]1.BrBr.[CH3:18]C(O)=O, predict the reaction product. The product is: [CH2:12]([O:11][C:9]([C:8]1([CH3:18])[C:4]2([CH2:5][CH2:6][CH2:7][C:2]([CH3:15])([CH3:1])[CH2:3]2)[CH2:14]1)=[O:10])[CH3:13]. (6) The product is: [CH3:1][C@H:2]1[CH2:7][N:6]2[C:8]([C:11]3[CH:16]=[N:15][CH:14]=[CH:13][N:12]=3)=[N:9][N:10]=[C:5]2[C:4](=[O:17])[NH:3]1. Given the reactants [CH3:1][C@H:2]1[CH2:7][N:6]2[C:8]([C:11]3[CH:16]=[N:15][CH:14]=[CH:13][N:12]=3)=[N:9][N:10]=[C:5]2[C:4](=[O:17])[N:3]1C(OC(C)(C)C)=O.FC(F)(F)C(O)=O, predict the reaction product. (7) Given the reactants [OH:1][C:2]1[CH:7]=[CH:6][C:5]([C:8](=[O:11])[CH2:9][CH3:10])=[CH:4][C:3]=1[CH:12]([CH3:14])[CH3:13].[F:15][C:16]([F:29])([F:28])[S:17](O[S:17]([C:16]([F:29])([F:28])[F:15])(=[O:19])=[O:18])(=[O:19])=[O:18], predict the reaction product. The product is: [F:15][C:16]([F:29])([F:28])[S:17]([O:1][C:2]1[CH:7]=[CH:6][C:5]([C:8](=[O:11])[CH2:9][CH3:10])=[CH:4][C:3]=1[CH:12]([CH3:13])[CH3:14])(=[O:19])=[O:18]. (8) Given the reactants [CH3:1][C:2]1[CH:3]=[C:4]2[C:8](=[CH:9][C:10]=1[CH3:11])[C:7](=[O:12])[N:6]([C:13]1[CH:18]=[CH:17][C:16]([F:19])=[CH:15][CH:14]=1)[CH:5]2[CH2:20][CH2:21][OH:22].C(N(CC)CC)C.[S:30](Cl)([CH3:33])(=[O:32])=[O:31], predict the reaction product. The product is: [CH3:1][C:2]1[CH:3]=[C:4]2[C:8](=[CH:9][C:10]=1[CH3:11])[C:7](=[O:12])[N:6]([C:13]1[CH:18]=[CH:17][C:16]([F:19])=[CH:15][CH:14]=1)[CH:5]2[CH2:20][CH2:21][O:22][S:30]([CH3:33])(=[O:32])=[O:31]. (9) Given the reactants F[C:2]1[CH:9]=[CH:8][CH:7]=[C:4]([C:5]#[N:6])[C:3]=1[C:10]#[N:11].[Br-:12].[Li+], predict the reaction product. The product is: [Br:12][C:2]1[CH:9]=[CH:8][CH:7]=[C:4]([C:5]#[N:6])[C:3]=1[C:10]#[N:11]. (10) Given the reactants Cl.[Br:2][C:3]1[CH:9]=[CH:8][C:6]([NH2:7])=[C:5]([CH3:10])[C:4]=1[Cl:11].C([O-])(=O)C.[Na+].[I:17]N1C(=O)CCC1=O.C(=O)([O-])[O-].[K+].[K+], predict the reaction product. The product is: [Br:2][C:3]1[CH:9]=[C:8]([I:17])[C:6]([NH2:7])=[C:5]([CH3:10])[C:4]=1[Cl:11].